From a dataset of Full USPTO retrosynthesis dataset with 1.9M reactions from patents (1976-2016). Predict the reactants needed to synthesize the given product. (1) Given the product [ClH:24].[ClH:24].[CH2:1]([N:8]1[CH2:9][CH2:10][C:11]2([CH2:14][NH:13][CH2:12]2)[CH2:22][CH2:23]1)[C:2]1[CH:3]=[CH:4][CH:5]=[CH:6][CH:7]=1, predict the reactants needed to synthesize it. The reactants are: [CH2:1]([N:8]1[CH2:23][CH2:22][C:11]2([CH2:14][N:13](C(OC(C)(C)C)=O)[CH2:12]2)[CH2:10][CH2:9]1)[C:2]1[CH:7]=[CH:6][CH:5]=[CH:4][CH:3]=1.[ClH:24].O1CCOCC1. (2) Given the product [O:1]1[C:5]2[CH:6]=[CH:7][C:8]([CH2:10][NH:11][C:12]([CH:14]3[CH2:18][CH2:17][CH2:16][N:15]3[CH:30]([C:28]3[CH:27]=[C:26]([CH3:33])[N:25]=[C:24]([N:19]4[CH:23]=[CH:22][N:21]=[CH:20]4)[N:29]=3)[CH3:31])=[O:13])=[CH:9][C:4]=2[O:3][CH2:2]1, predict the reactants needed to synthesize it. The reactants are: [O:1]1[C:5]2[CH:6]=[CH:7][C:8]([CH2:10][NH:11][C:12]([CH:14]3[CH2:18][CH2:17][CH2:16][NH:15]3)=[O:13])=[CH:9][C:4]=2[O:3][CH2:2]1.[N:19]1([C:24]2[N:29]=[C:28]([C:30](=O)[CH3:31])[CH:27]=[C:26]([CH3:33])[N:25]=2)[CH:23]=[CH:22][N:21]=[CH:20]1.C(O[BH-](OC(=O)C)OC(=O)C)(=O)C.[Na+]. (3) Given the product [CH3:1][S:2]([O:30][CH:15]([CH2:16][CH2:17][CH2:18][O:19][Si:20]([CH:21]([CH3:23])[CH3:22])([CH:24]([CH3:26])[CH3:25])[CH:27]([CH3:29])[CH3:28])[CH2:14][O:13][CH2:6][C:7]1[CH:12]=[CH:11][CH:10]=[CH:9][CH:8]=1)(=[O:4])=[O:3], predict the reactants needed to synthesize it. The reactants are: [CH3:1][S:2](Cl)(=[O:4])=[O:3].[CH2:6]([O:13][CH2:14][CH:15]([OH:30])[CH2:16][CH2:17][CH2:18][O:19][Si:20]([CH:27]([CH3:29])[CH3:28])([CH:24]([CH3:26])[CH3:25])[CH:21]([CH3:23])[CH3:22])[C:7]1[CH:12]=[CH:11][CH:10]=[CH:9][CH:8]=1.C(N(CC)CC)C.Cl. (4) Given the product [Br:1][C:2]1[CH:3]=[C:4]([NH2:9])[C:5]([CH3:8])=[N:6][CH:7]=1, predict the reactants needed to synthesize it. The reactants are: [Br:1][C:2]1[CH:3]=[C:4]([N+:9]([O-])=O)[C:5]([CH3:8])=[N:6][CH:7]=1.O.O.[Sn](Cl)Cl. (5) Given the product [CH:39]1[C:40]2[NH:28][C:29]3[C:34](=[CH:33][CH:32]=[CH:31][CH:30]=3)[C:35]=2[CH:36]=[C:37]([C:41]([N:43]2[CH2:44][CH2:45][CH2:46][CH2:47][CH2:48]2)=[O:42])[CH:38]=1, predict the reactants needed to synthesize it. The reactants are: C1C2NC3C(=CC=CC=3)C=2C=C(C(O)=O)C=1.N1CCCCC1.C([N:28]1[C:40]2[CH:39]=[CH:38][C:37]([C:41]([N:43]3[CH2:48][CH2:47][CH2:46][CH2:45][CH2:44]3)=[O:42])=[CH:36][C:35]=2[C:34]2[C:29]1=[CH:30][CH:31]=[CH:32][CH:33]=2)CCCC.